From a dataset of Full USPTO retrosynthesis dataset with 1.9M reactions from patents (1976-2016). Predict the reactants needed to synthesize the given product. (1) Given the product [Cl:1][C:2]1[CH:10]=[CH:9][C:5]([C:6]([NH:61][CH2:60][CH2:59][O:58][CH3:57])=[O:8])=[CH:4][C:3]=1[C:11]1[O:12][C:13]([CH:16]=[C:17]2[S:21][C:20](=[S:22])[NH:19][C:18]2=[O:23])=[CH:14][CH:15]=1, predict the reactants needed to synthesize it. The reactants are: [Cl:1][C:2]1[CH:10]=[CH:9][C:5]([C:6]([OH:8])=O)=[CH:4][C:3]=1[C:11]1[O:12][C:13]([CH:16]=[C:17]2[S:21][C:20](=[S:22])[NH:19][C:18]2=[O:23])=[CH:14][CH:15]=1.CN(C(ON1N=NC2C=CC=CC1=2)=[N+](C)C)C.F[P-](F)(F)(F)(F)F.CCN(C(C)C)C(C)C.[CH3:57][O:58][CH2:59][CH2:60][NH2:61]. (2) Given the product [C:31]([C:35]1[O:39][C:38]([CH2:40][N:24]2[C:20](=[O:30])[C:21]3=[CH:29][CH:28]=[CH:27][CH:26]=[C:22]3[C:23]2=[O:25])=[CH:37][CH:36]=1)([CH3:34])([CH3:33])[CH3:32], predict the reactants needed to synthesize it. The reactants are: C1(P(C2C=CC=CC=2)C2C=CC=CC=2)C=CC=CC=1.[C:20]1(=[O:30])[NH:24][C:23](=[O:25])[C:22]2=[CH:26][CH:27]=[CH:28][CH:29]=[C:21]12.[C:31]([C:35]1[O:39][C:38]([CH2:40]O)=[CH:37][CH:36]=1)([CH3:34])([CH3:33])[CH3:32].CCOC(/N=N/C(OCC)=O)=O. (3) The reactants are: [CH3:1][C:2]([O:5][C:6]([NH:8][C@@H:9]([C:15]([OH:17])=[O:16])[CH2:10][CH2:11][CH2:12][CH2:13][NH2:14])=[O:7])([CH3:4])[CH3:3].[Si](C=[N+]=[N-])(C)(C)[CH3:19]. Given the product [NH2:14][CH2:13][CH2:12][CH2:11][CH2:10][C@@H:9]([NH:8][C:6]([O:5][C:2]([CH3:1])([CH3:3])[CH3:4])=[O:7])[C:15]([O:17][CH3:19])=[O:16], predict the reactants needed to synthesize it. (4) Given the product [F:1][C:2]1[CH:3]=[C:4]([C@H:10]2[CH2:14][CH2:13][CH2:12][N:11]2[C:15]2[CH:20]=[CH:19][N:18]3[N:21]=[CH:22][C:23]([C:24]([NH:60][CH2:61][CH2:62][CH2:63][NH:64][C:65](=[O:71])[O:66][C:67]([CH3:69])([CH3:68])[CH3:70])=[O:25])=[C:17]3[N:16]=2)[C:5]([O:8][CH3:9])=[N:6][CH:7]=1, predict the reactants needed to synthesize it. The reactants are: [F:1][C:2]1[CH:3]=[C:4]([C@H:10]2[CH2:14][CH2:13][CH2:12][N:11]2[C:15]2[CH:20]=[CH:19][N:18]3[N:21]=[CH:22][C:23]([C:24](O)=[O:25])=[C:17]3[N:16]=2)[C:5]([O:8][CH3:9])=[N:6][CH:7]=1.CN(C(ON1N=NC2C=CC=NC1=2)=[N+](C)C)C.F[P-](F)(F)(F)(F)F.CCN(C(C)C)C(C)C.[NH2:60][CH2:61][CH2:62][CH2:63][NH:64][C:65](=[O:71])[O:66][C:67]([CH3:70])([CH3:69])[CH3:68].